Task: Predict the product of the given reaction.. Dataset: Forward reaction prediction with 1.9M reactions from USPTO patents (1976-2016) (1) Given the reactants [CH2:1]([C:3]1[N:8]=[C:7]([CH2:9]O)[CH:6]=[CH:5][C:4]=1[C:11]1[N:15]=[C:14]([C:16]2[CH:21]=[CH:20][C:19]([CH2:22][CH:23]([CH3:25])[CH3:24])=[C:18]([CH3:26])[CH:17]=2)[O:13][N:12]=1)[CH3:2].C(Br)(Br)(Br)Br.C1(P(C2C=CC=CC=2)C2C=CC=CC=2)C=CC=CC=1.Cl.[NH:52]1[CH2:55][CH:54]([C:56]([O:58][CH3:59])=[O:57])[CH2:53]1.C(N(CC)C(C)C)(C)C, predict the reaction product. The product is: [CH2:1]([C:3]1[N:8]=[C:7]([CH2:9][N:52]2[CH2:55][CH:54]([C:56]([O:58][CH3:59])=[O:57])[CH2:53]2)[CH:6]=[CH:5][C:4]=1[C:11]1[N:15]=[C:14]([C:16]2[CH:21]=[CH:20][C:19]([CH2:22][CH:23]([CH3:25])[CH3:24])=[C:18]([CH3:26])[CH:17]=2)[O:13][N:12]=1)[CH3:2]. (2) Given the reactants CON(C)[C:4]([C:6]1[N:7]=[CH:8][N:9]([C:11]2[CH:16]=[CH:15][CH:14]=[C:13]([C:17]3[C:18]([F:23])=[N:19][CH:20]=[CH:21][CH:22]=3)[CH:12]=2)[CH:10]=1)=[O:5].Br[C:26]1[CH:31]=[CH:30][CH:29]=[CH:28][C:27]=1[O:32][CH3:33], predict the reaction product. The product is: [F:23][C:18]1[C:17]([C:13]2[CH:12]=[C:11]([N:9]3[CH:10]=[C:6]([C:4]([C:26]4[CH:31]=[CH:30][CH:29]=[CH:28][C:27]=4[O:32][CH3:33])=[O:5])[N:7]=[CH:8]3)[CH:16]=[CH:15][CH:14]=2)=[CH:22][CH:21]=[CH:20][N:19]=1.